Dataset: Forward reaction prediction with 1.9M reactions from USPTO patents (1976-2016). Task: Predict the product of the given reaction. (1) Given the reactants [CH3:1][C:2]([C:4]1[CH:9]=[CH:8][C:7]([O:10][CH3:11])=[C:6]([F:12])[CH:5]=1)=[O:3].[CH:13]1([Mg]Br)[CH2:15][CH2:14]1.C1(C(C2C=CC(Cl)=CC=2)(O)C)CC1, predict the reaction product. The product is: [CH:13]1([C:2]([C:4]2[CH:9]=[CH:8][C:7]([O:10][CH3:11])=[C:6]([F:12])[CH:5]=2)([OH:3])[CH3:1])[CH2:15][CH2:14]1. (2) Given the reactants [Cl:1][C:2]1[CH:7]=[C:6](Cl)[N:5]=[C:4]2[N:9]([CH:12]([CH3:14])[CH3:13])[N:10]=[CH:11][C:3]=12.[OH:15][C:16]1[CH:17]=[C:18](B(O)O)[CH:19]=[CH:20][CH:21]=1.C([O-])(O)=O.[Na+].O, predict the reaction product. The product is: [Cl:1][C:2]1[CH:7]=[C:6]([C:20]2[CH:21]=[C:16]([OH:15])[CH:17]=[CH:18][CH:19]=2)[N:5]=[C:4]2[N:9]([CH:12]([CH3:14])[CH3:13])[N:10]=[CH:11][C:3]=12. (3) Given the reactants [CH3:1][O:2][C:3]1[CH:4]=[C:5]([CH:7]=[C:8]([O:10][CH3:11])[CH:9]=1)N.OS(O)(=O)=O.N([O-])=O.[Na+].[I-:21].[K+].N#N, predict the reaction product. The product is: [CH3:1][O:2][C:3]1[CH:4]=[C:5]([I:21])[CH:7]=[C:8]([O:10][CH3:11])[CH:9]=1.